This data is from Forward reaction prediction with 1.9M reactions from USPTO patents (1976-2016). The task is: Predict the product of the given reaction. (1) Given the reactants C[N:2]1[CH2:7][CH2:6][N:5]2[N:8]=[C:9]([N+:11]([O-:13])=[O:12])[CH:10]=[C:4]2[CH2:3]1, predict the reaction product. The product is: [N+:11]([C:9]1[CH:10]=[C:4]2[CH2:3][NH:2][CH2:7][CH2:6][N:5]2[N:8]=1)([O-:13])=[O:12]. (2) Given the reactants [N:1]1([S:10]([C:13]2[CH:14]=[C:15]([CH:19]=[CH:20][CH:21]=2)[C:16]([OH:18])=O)(=[O:12])=[O:11])[C:9]2[C:4](=[CH:5][CH:6]=[CH:7][CH:8]=2)[CH2:3][CH2:2]1.[NH2:22][C:23]1[CH:28]=[CH:27][N:26]=[CH:25][CH:24]=1, predict the reaction product. The product is: [N:1]1([S:10]([C:13]2[CH:14]=[C:15]([CH:19]=[CH:20][CH:21]=2)[C:16]([NH:22][C:23]2[CH:28]=[CH:27][N:26]=[CH:25][CH:24]=2)=[O:18])(=[O:12])=[O:11])[C:9]2[C:4](=[CH:5][CH:6]=[CH:7][CH:8]=2)[CH2:3][CH2:2]1.